Predict the reaction yield, written as a fraction of the theoretical maximum amount of product (1.0 means a 100% yield; for example, 0.34 means a 34% yield). From a dataset of Reaction yield outcomes from USPTO patents with 853,638 reactions. (1) The reactants are FC1C=C(C=CC=1)CN1C2C(=CC=CC=2CCC2C=CC(C(O)=O)=CC=2)CC1.[CH3:29][O:30][C:31]1[CH:32]=[C:33]([CH:57]=[C:58]([O:60][CH3:61])[CH:59]=1)[CH2:34][N:35]1[C:43]2[C:38](=[CH:39][C:40]([F:56])=[CH:41][C:42]=2[CH2:44][CH2:45][C:46]2[CH:55]=[CH:54][C:49]([C:50]([O:52]C)=[O:51])=[CH:48][CH:47]=2)[CH2:37][CH2:36]1.[Li+].[OH-]. The catalyst is C1COCC1. The product is [CH3:29][O:30][C:31]1[CH:32]=[C:33]([CH:57]=[C:58]([O:60][CH3:61])[CH:59]=1)[CH2:34][N:35]1[C:43]2[C:38](=[CH:39][C:40]([F:56])=[CH:41][C:42]=2[CH2:44][CH2:45][C:46]2[CH:47]=[CH:48][C:49]([C:50]([OH:52])=[O:51])=[CH:54][CH:55]=2)[CH2:37][CH2:36]1. The yield is 0.770. (2) The reactants are [CH3:1][O:2][C:3]1[CH:4]=[C:5]2[C:10](=[CH:11][C:12]=1[O:13][CH3:14])[N:9]=[CH:8][CH:7]=[C:6]2[O:15][C:16]1[CH:22]=[CH:21][C:19]([NH2:20])=[CH:18][CH:17]=1.ClC(Cl)(O[C:27](=[O:33])OC(Cl)(Cl)Cl)Cl.[CH3:35][C:36]1[CH:48]=[CH:47][CH:46]=[CH:45][C:37]=1[CH2:38][N:39]1[CH2:43][CH2:42][CH:41]([NH2:44])[CH2:40]1.C(=O)([O-])O.[Na+]. The catalyst is C(N(CC)CC)C.C(Cl)(Cl)Cl. The product is [CH3:1][O:2][C:3]1[CH:4]=[C:5]2[C:10](=[CH:11][C:12]=1[O:13][CH3:14])[N:9]=[CH:8][CH:7]=[C:6]2[O:15][C:16]1[CH:22]=[CH:21][C:19]([NH:20][C:27]([NH:44][CH:41]2[CH2:42][CH2:43][N:39]([CH2:38][C:37]3[CH:45]=[CH:46][CH:47]=[CH:48][C:36]=3[CH3:35])[CH2:40]2)=[O:33])=[CH:18][CH:17]=1. The yield is 0.590.